From a dataset of Full USPTO retrosynthesis dataset with 1.9M reactions from patents (1976-2016). Predict the reactants needed to synthesize the given product. (1) Given the product [F:1][C:2]1[C:7]([CH3:8])=[CH:6][CH:5]=[CH:4][C:3]=1[N:9]1[C:17]([OH:25])=[CH:18][C:19]([C:20]([O:22][CH2:23][CH3:24])=[O:21])=[N:10]1, predict the reactants needed to synthesize it. The reactants are: [F:1][C:2]1[C:7]([CH3:8])=[CH:6][CH:5]=[CH:4][C:3]=1[NH:9][NH2:10].C(=O)([O-])[O-].[K+].[K+].[C:17](OCC)(=[O:25])[C:18]#[C:19][C:20]([O:22][CH2:23][CH3:24])=[O:21].Cl. (2) The reactants are: C(Cl)(=O)C(Cl)=O.CS(C)=O.[CH3:11][O:12][C:13]1[CH:14]=[C:15]([CH:23]=[CH:24][CH:25]=1)[CH2:16][N:17]1[CH2:21][CH2:20][CH:19]([OH:22])[CH2:18]1.C(N(CC)CC)C. Given the product [CH3:11][O:12][C:13]1[CH:14]=[C:15]([CH:23]=[CH:24][CH:25]=1)[CH2:16][N:17]1[CH2:21][CH2:20][C:19](=[O:22])[CH2:18]1, predict the reactants needed to synthesize it. (3) Given the product [F:24][C:15]1[CH:14]=[CH:19][C:18]([C:20]([F:21])([F:22])[F:23])=[CH:17][C:16]=1[CH:3]1[CH:4]=[CH:5][N:1]([C:6]([O:8][C:9]([CH3:12])([CH3:11])[CH3:10])=[O:7])[CH2:2]1, predict the reactants needed to synthesize it. The reactants are: [N:1]1([C:6]([O:8][C:9]([CH3:12])([CH3:11])[CH3:10])=[O:7])[CH2:5][CH:4]=[CH:3][CH2:2]1.Br[C:14]1[CH:19]=[C:18]([C:20]([F:23])([F:22])[F:21])[CH:17]=[CH:16][C:15]=1[F:24].C(N(CC)C(C)C)(C)C.C1(C)C=CC=CC=1P(C1C=CC=CC=1C)C1C=CC=CC=1C. (4) Given the product [CH3:12][C:13]1[NH:11][C:2](=[O:10])[C:3]2[C:4](=[CH:6][CH:7]=[CH:8][CH:9]=2)[N:5]=1, predict the reactants needed to synthesize it. The reactants are: Cl.[C:2]([NH2:11])(=[O:10])[C:3]1[C:4](=[CH:6][CH:7]=[CH:8][CH:9]=1)[NH2:5].[C:12](OC(=O)C)(=O)[CH3:13]. (5) Given the product [Cl:3][C:4]1[N:5]=[C:6]([Cl:13])[C:7]2[N:12]([CH3:14])[CH:11]=[CH:10][C:8]=2[N:9]=1, predict the reactants needed to synthesize it. The reactants are: [H-].[Na+].[Cl:3][C:4]1[N:5]=[C:6]([Cl:13])[C:7]2[NH:12][CH:11]=[CH:10][C:8]=2[N:9]=1.[CH3:14]I. (6) Given the product [CH3:46][S:47]([OH:50])(=[O:49])=[O:48].[O:15]([C:16]1[CH:24]=[C:23]2[C:19]([CH:20]=[C:21]([C:26]([NH:4][C:3]([NH2:5])=[NH:2])=[O:27])[N:22]2[CH3:25])=[CH:18][CH:17]=1)[C@@H:14]1[O:31][C@H:32]([C:43]([OH:45])=[O:44])[C@@H:33]([OH:39])[C@H:34]([OH:35])[C@H:13]1[OH:12], predict the reactants needed to synthesize it. The reactants are: Cl.[NH2:2][C:3]([NH2:5])=[NH:4].C[O-].[Na+].C([O:12][C@@H:13]1[C@@H:34]([O:35]C(=O)C)[C@H:33]([O:39]C(=O)C)[C@@H:32]([C:43]([OH:45])=[O:44])[O:31][C@H:14]1[O:15][C:16]1[CH:24]=[C:23]2[C:19]([CH:20]=[C:21]([C:26](OCC)=[O:27])[N:22]2[CH3:25])=[CH:18][CH:17]=1)(=O)C.[CH3:46][S:47]([OH:50])(=[O:49])=[O:48]. (7) The reactants are: [CH3:1][O:2][CH2:3][CH2:4][O:5][C:6]1[CH:7]=[C:8]2[C:20]([NH:21][C:22]3[CH:23]=[CH:24][CH:25]=[C:26]([C:28]#[CH:29])[CH:27]=3)=[N:19][CH:18]=[N:17][C:9]2=[CH:10][C:11]=1[O:12][CH2:13][CH2:14][O:15][CH3:16].FC(F)(F)C([O-])=O.[ClH:37]. Given the product [CH3:1][O:2][CH2:3][CH2:4][O:5][C:6]1[CH:7]=[C:8]2[C:20]([NH:21][C:22]3[CH:23]=[CH:24][CH:25]=[C:26]([C:28]#[CH:29])[CH:27]=3)=[N:19][CH:18]=[N:17][C:9]2=[CH:10][C:11]=1[O:12][CH2:13][CH2:14][O:15][CH3:16].[ClH:37], predict the reactants needed to synthesize it. (8) Given the product [NH2:13][C:4]1[CH:5]=[C:6]([Cl:12])[C:7]([N+:9]([O-:11])=[O:10])=[CH:8][C:3]=1[CH2:2][NH:1][C:14](=[O:19])[C:15]([CH3:18])([CH3:17])[CH3:16], predict the reactants needed to synthesize it. The reactants are: [NH2:1][CH2:2][C:3]1[CH:8]=[C:7]([N+:9]([O-:11])=[O:10])[C:6]([Cl:12])=[CH:5][C:4]=1[NH2:13].[C:14](Cl)(=[O:19])[C:15]([CH3:18])([CH3:17])[CH3:16]. (9) Given the product [Br:1][C:2]1[CH:7]=[CH:6][CH:5]=[C:4]([Br:8])[N+:3]=1[O-:12], predict the reactants needed to synthesize it. The reactants are: [Br:1][C:2]1[CH:7]=[CH:6][CH:5]=[C:4]([Br:8])[N:3]=1.OO.C(O)(C(F)(F)F)=[O:12].[OH-].[Na+].